Regression/Classification. Given a drug SMILES string, predict its absorption, distribution, metabolism, or excretion properties. Task type varies by dataset: regression for continuous measurements (e.g., permeability, clearance, half-life) or binary classification for categorical outcomes (e.g., BBB penetration, CYP inhibition). Dataset: cyp1a2_veith. From a dataset of CYP1A2 inhibition data for predicting drug metabolism from PubChem BioAssay. (1) The drug is COCCn1c(=O)c(-c2ccc(F)cc2)nc2cnc(Oc3cccc(Cl)c3)nc21. The result is 1 (inhibitor). (2) The drug is CCC(Sc1nc(C)cc(=O)[nH]1)C(=O)Nc1nc2c(s1)CCCC2. The result is 1 (inhibitor). (3) The compound is Cc1c(N2CCCC2)cc2c(c1NC(=O)c1ccccc1Cl)C(C)(C)CC2(C)C. The result is 0 (non-inhibitor). (4) The drug is N#CCCCC[N+]12CN3CN(CN(C3)C1)C2. The result is 0 (non-inhibitor). (5) The drug is CCOC(=O)C1CCN(C(=O)C2CCN(c3nc4ccc(OC)cc4s3)CC2)CC1. The result is 0 (non-inhibitor). (6) The compound is CC(=O)OCC(=O)[C@@]12OC(C)(C)O[C@@H]1C[C@H]1[C@H]3C[C@H](F)C4=CC(=O)C=C[C@@]4(C)[C@]3(F)[C@H](O)C[C@@]12C. The result is 0 (non-inhibitor).